The task is: Predict the product of the given reaction.. This data is from Forward reaction prediction with 1.9M reactions from USPTO patents (1976-2016). Given the reactants [CH3:1][O:2][C:3]([C:5]1[S:6][C:7]([C:10]([OH:12])=O)=[CH:8][CH:9]=1)=[O:4].CN1CCOCC1.ClC(OCC(C)C)=O.[NH2:28][CH2:29][C:30]1[C:39]2[C:34](=[CH:35][CH:36]=[CH:37][CH:38]=2)[CH:33]=[CH:32][CH:31]=1, predict the reaction product. The product is: [CH3:1][O:2][C:3]([C:5]1[S:6][C:7]([C:10](=[O:12])[NH:28][CH2:29][C:30]2[C:39]3[C:34](=[CH:35][CH:36]=[CH:37][CH:38]=3)[CH:33]=[CH:32][CH:31]=2)=[CH:8][CH:9]=1)=[O:4].